Task: Predict the reactants needed to synthesize the given product.. Dataset: Full USPTO retrosynthesis dataset with 1.9M reactions from patents (1976-2016) (1) Given the product [CH3:11][C:9]1[N:1]=[C:2]2[S:3][CH:4]=[CH:5][N:6]2[C:7](=[O:12])[CH:8]=1, predict the reactants needed to synthesize it. The reactants are: [NH2:1][C:2]1[S:3][CH:4]=[CH:5][N:6]=1.[C:7](OCC)(=[O:12])[CH2:8][C:9]([CH3:11])=O. (2) Given the product [CH3:38][C:30]1[CH:31]=[C:32]([C:33]([N:39]2[CH2:44][CH2:43][O:42][CH2:41][CH2:40]2)=[O:34])[CH:36]=[CH:37][C:29]=1[C:9]1[CH:10]=[CH:11][CH:12]=[C:13]2[C:8]=1[NH:7][C:6]([C:4]([OH:5])=[O:3])=[C:14]2[CH2:15][CH2:16][CH2:17][O:18][C:19]1[C:28]2[C:23](=[CH:24][CH:25]=[CH:26][CH:27]=2)[CH:22]=[CH:21][CH:20]=1, predict the reactants needed to synthesize it. The reactants are: C([O:3][C:4]([C:6]1[NH:7][C:8]2[C:13]([C:14]=1[CH2:15][CH2:16][CH2:17][O:18][C:19]1[C:28]3[C:23](=[CH:24][CH:25]=[CH:26][CH:27]=3)[CH:22]=[CH:21][CH:20]=1)=[CH:12][CH:11]=[CH:10][C:9]=2[C:29]1[CH:37]=[CH:36][C:32]([C:33](O)=[O:34])=[CH:31][C:30]=1[CH3:38])=[O:5])C.[NH:39]1[CH2:44][CH2:43][O:42][CH2:41][CH2:40]1.Cl.C(N=C=NCCCN(C)C)C. (3) The reactants are: Cl[C:2]1[C:3](=[O:16])[N:4]([CH2:14][CH3:15])[C:5](=[O:13])[C:6]=1[C:7]1[CH:12]=[CH:11][CH:10]=[CH:9][CH:8]=1.[CH3:17][O:18][C:19]1[CH:25]=[CH:24][C:22]([NH2:23])=[CH:21][CH:20]=1.C(N(CC)CC)C. Given the product [CH2:14]([N:4]1[C:5](=[O:13])[C:6]([C:7]2[CH:12]=[CH:11][CH:10]=[CH:9][CH:8]=2)=[C:2]([NH:23][C:22]2[CH:24]=[CH:25][C:19]([O:18][CH3:17])=[CH:20][CH:21]=2)[C:3]1=[O:16])[CH3:15], predict the reactants needed to synthesize it. (4) Given the product [C:1]1([C:7]#[C:8][C:9]2[CH:14]=[CH:13][C:12]([C:35]3[CH:36]=[C:49]([OH:50])[CH:48]=[C:47]([C:29]4[CH:30]=[CH:31][C:26]([C:25]#[C:24][C:18]5[CH:23]=[CH:22][CH:21]=[CH:20][CH:19]=5)=[CH:27][CH:28]=4)[CH:51]=3)=[CH:11][CH:10]=2)[CH:6]=[CH:5][CH:4]=[CH:3][CH:2]=1, predict the reactants needed to synthesize it. The reactants are: [C:1]1([C:7]#[C:8][C:9]2[CH:14]=[CH:13][C:12](B(O)O)=[CH:11][CH:10]=2)[CH:6]=[CH:5][CH:4]=[CH:3][CH:2]=1.[C:18]1([C:24]#[C:25][C:26]2[CH:31]=[CH:30][C:29](Br)=[CH:28][CH:27]=2)[CH:23]=[CH:22][CH:21]=[CH:20][CH:19]=1.N#N.[CH2:35]([Li])[CH2:36]CC.COB(OC)OC.[CH2:47]1[CH2:51][O:50][CH2:49][CH2:48]1. (5) The reactants are: [Cl:1][C:2]1[CH:11]=[CH:10][C:5]2[NH:6][C:7]([SH:9])=[N:8][C:4]=2[CH:3]=1.[OH-].[Na+].F[C:15]1[CH:16]=[CH:17][C:18]([N+:26]([O-:28])=[O:27])=[C:19]2[C:24]=1[NH:23][CH:22]=[CH:21][C:20]2=[O:25]. Given the product [Cl:1][C:2]1[CH:11]=[CH:10][C:5]2[NH:6][C:7]([S:9][C:15]3[CH:16]=[CH:17][C:18]([N+:26]([O-:28])=[O:27])=[C:19]4[C:24]=3[NH:23][CH:22]=[CH:21][C:20]4=[O:25])=[N:8][C:4]=2[CH:3]=1, predict the reactants needed to synthesize it. (6) Given the product [CH3:1][C:2]1([NH2:14])[CH2:7][CH2:6][N:5]([C:8]2[CH:13]=[N:12][CH:11]=[CH:10][N:9]=2)[CH2:4][CH2:3]1, predict the reactants needed to synthesize it. The reactants are: [CH3:1][C:2]1([NH:14]C(=O)OC(C)(C)C)[CH2:7][CH2:6][N:5]([C:8]2[CH:13]=[N:12][CH:11]=[CH:10][N:9]=2)[CH2:4][CH2:3]1.FC(F)(F)C(O)=O. (7) Given the product [NH2:1][CH2:4][C:5]1[C:13]2[C:8](=[N:9][CH:10]=[CH:11][CH:12]=2)[NH:7][N:6]=1, predict the reactants needed to synthesize it. The reactants are: [N:1]([CH2:4][C:5]1[C:13]2[C:8](=[N:9][CH:10]=[CH:11][CH:12]=2)[NH:7][N:6]=1)=[N+]=[N-].[H][H]. (8) Given the product [OH:36][N:35]=[CH:1][C:3]1[O:4][C:5]2[C:10]([C:11](=[O:13])[CH:12]=1)=[CH:9][CH:8]=[CH:7][C:6]=2[NH:14][C:15](=[O:33])[C:16]1[CH:21]=[CH:20][C:19]([O:22][CH2:23][CH2:24][CH2:25][CH2:26][C:27]2[CH:32]=[CH:31][CH:30]=[CH:29][CH:28]=2)=[CH:18][CH:17]=1, predict the reactants needed to synthesize it. The reactants are: [CH:1]([C:3]1[O:4][C:5]2[C:10]([C:11](=[O:13])[CH:12]=1)=[CH:9][CH:8]=[CH:7][C:6]=2[NH:14][C:15](=[O:33])[C:16]1[CH:21]=[CH:20][C:19]([O:22][CH2:23][CH2:24][CH2:25][CH2:26][C:27]2[CH:32]=[CH:31][CH:30]=[CH:29][CH:28]=2)=[CH:18][CH:17]=1)=O.Cl.[NH2:35][OH:36].C(N(CC)CC)C.